This data is from Catalyst prediction with 721,799 reactions and 888 catalyst types from USPTO. The task is: Predict which catalyst facilitates the given reaction. Reactant: C(OC([NH:8][C@H:9]1[CH2:14][CH2:13][CH2:12][N:11]([C:15]2[CH:20]=[CH:19][N:18]=[CH:17][C:16]=2[NH:21][C:22]([C:24]2[C:33]([NH:34]C(=O)OCC3C=CC=CC=3)=[CH:32][C:31]3[C:26](=[CH:27][C:28]([CH:45]=O)=[CH:29][CH:30]=3)[N:25]=2)=[O:23])[CH2:10]1)=O)(C)(C)C.[NH:47]1[CH2:51][CH2:50][CH2:49][CH2:48]1.C(O[BH-](OC(=O)C)OC(=O)C)(=O)C.[Na+].Br.CC(O)=O. Product: [NH2:34][C:33]1[C:24]([C:22]([NH:21][C:16]2[CH:17]=[N:18][CH:19]=[CH:20][C:15]=2[N:11]2[CH2:12][CH2:13][CH2:14][C@H:9]([NH2:8])[CH2:10]2)=[O:23])=[N:25][C:26]2[C:31]([CH:32]=1)=[CH:30][CH:29]=[C:28]([CH2:45][N:47]1[CH2:51][CH2:50][CH2:49][CH2:48]1)[CH:27]=2. The catalyst class is: 2.